Dataset: Reaction yield outcomes from USPTO patents with 853,638 reactions. Task: Predict the reaction yield, written as a fraction of the theoretical maximum amount of product (1.0 means a 100% yield; for example, 0.34 means a 34% yield). (1) The reactants are [F:1][C:2]([F:30])([F:29])[O:3][C:4]1[CH:9]=[CH:8][C:7]([N:10]2[CH:14]=[N:13][C:12]([C:15]3[CH:20]=[CH:19][C:18]([NH:21][C:22](=[O:28])[O:23][C:24]([CH3:27])([CH3:26])[CH3:25])=[CH:17][CH:16]=3)=[N:11]2)=[CH:6][CH:5]=1.[H-].[Na+].I[CH3:34]. The catalyst is CN(C=O)C. The product is [CH3:34][N:21]([C:18]1[CH:19]=[CH:20][C:15]([C:12]2[N:13]=[CH:14][N:10]([C:7]3[CH:6]=[CH:5][C:4]([O:3][C:2]([F:1])([F:29])[F:30])=[CH:9][CH:8]=3)[N:11]=2)=[CH:16][CH:17]=1)[C:22](=[O:28])[O:23][C:24]([CH3:25])([CH3:26])[CH3:27]. The yield is 0.870. (2) The reactants are [F:1][C:2]1[CH:11]=[C:10]([C:12]2[C:13]([CH3:42])([CH3:41])[C@H:14]3[C@:27]([CH3:30])([CH2:28][CH:29]=2)[C@@H:26]2[C@:17]([CH3:40])([C@@:18]4([CH3:39])[C@H:23]([CH2:24][CH2:25]2)[C@H:22]2[C@H:31]([C:34]([CH3:36])=[CH2:35])[CH2:32][CH2:33][C@:21]2([CH:37]=O)[CH2:20][CH2:19]4)[CH2:16][CH2:15]3)[CH:9]=[CH:8][C:3]=1[C:4]([O:6]C)=[O:5].C(O)(=O)C(O)=O.[NH2:49][CH2:50][CH2:51][N:52]1[CH2:56][CH2:55][CH2:54][C:53]1=[O:57]. The yield is 0.600. No catalyst specified. The product is [F:1][C:2]1[CH:11]=[C:10]([C:12]2[C:13]([CH3:42])([CH3:41])[C@H:14]3[C@:27]([CH3:30])([CH2:28][CH:29]=2)[C@@H:26]2[C@:17]([CH3:40])([C@@:18]4([CH3:39])[C@H:23]([CH2:24][CH2:25]2)[C@H:22]2[C@H:31]([C:34]([CH3:36])=[CH2:35])[CH2:32][CH2:33][C@:21]2([CH2:37][NH:49][CH2:50][CH2:51][N:52]2[CH2:56][CH2:55][CH2:54][C:53]2=[O:57])[CH2:20][CH2:19]4)[CH2:16][CH2:15]3)[CH:9]=[CH:8][C:3]=1[C:4]([OH:6])=[O:5]. (3) The reactants are [F:1][CH:2]([F:14])[CH2:3][O:4][C:5]1[N:10]=[CH:9][C:8]([C:11](=O)[CH3:12])=[CH:7][CH:6]=1.[CH3:15][C:16]([S@:19]([NH2:21])=[O:20])([CH3:18])[CH3:17]. No catalyst specified. The product is [F:1][CH:2]([F:14])[CH2:3][O:4][C:5]1[N:10]=[CH:9][C:8]([CH:11]([NH:21][S@@:19]([C:16]([CH3:18])([CH3:17])[CH3:15])=[O:20])[CH3:12])=[CH:7][CH:6]=1. The yield is 0.810. (4) The reactants are Br[C:2]1[CH:11]=[C:10]2[C:5]([C:6]([N:13]3[CH2:18][CH2:17][O:16][CH2:15][CH2:14]3)=[N:7][C:8]([Cl:12])=[N:9]2)=[CH:4][CH:3]=1.[CH3:19][S:20]([C:23]1[CH:24]=[C:25](B(O)O)[CH:26]=[CH:27][CH:28]=1)(=[O:22])=[O:21].C(=O)([O-])[O-].[Na+].[Na+].CN(C=O)C. The catalyst is Cl[Pd](Cl)([P](C1C=CC=CC=1)(C1C=CC=CC=1)C1C=CC=CC=1)[P](C1C=CC=CC=1)(C1C=CC=CC=1)C1C=CC=CC=1.O. The product is [Cl:12][C:8]1[N:7]=[C:6]([N:13]2[CH2:18][CH2:17][O:16][CH2:15][CH2:14]2)[C:5]2[C:10](=[CH:11][C:2]([C:27]3[CH:26]=[CH:25][CH:24]=[C:23]([S:20]([CH3:19])(=[O:22])=[O:21])[CH:28]=3)=[CH:3][CH:4]=2)[N:9]=1. The yield is 0.650. (5) The catalyst is [Pd].CO. The yield is 1.00. The product is [NH2:1][C:4]1[CH:5]=[CH:6][C:7]2[CH2:13][CH2:12][CH:11]([N:14]3[CH2:18][CH2:17][CH2:16][CH2:15]3)[CH2:10][CH2:9][C:8]=2[CH:19]=1. The reactants are [N+:1]([C:4]1[CH:5]=[CH:6][C:7]2[CH2:13][CH2:12][CH:11]([N:14]3[CH2:18][CH2:17][CH2:16][CH2:15]3)[CH2:10][CH2:9][C:8]=2[CH:19]=1)([O-])=O. (6) The reactants are [OH:1][CH2:2][C@H:3]([NH:8][C:9](=[O:18])[C:10]1[CH:15]=[CH:14][C:13]([CH3:16])=[C:12]([CH3:17])[CH:11]=1)[CH2:4][CH:5]([CH3:7])[CH3:6].[OH-].[Na+].Cl[CH2:22][O:23][CH3:24]. The catalyst is CN(C=O)C. The product is [CH3:22][O:23][CH2:24][O:1][CH2:2][C@H:3]([NH:8][C:9](=[O:18])[C:10]1[CH:15]=[CH:14][C:13]([CH3:16])=[C:12]([CH3:17])[CH:11]=1)[CH2:4][CH:5]([CH3:7])[CH3:6]. The yield is 0.530. (7) The reactants are [Br:1][C:2]1[C:3](Cl)=[CH:4][C:5]([NH:8][C:9](=[O:14])[C:10]([CH3:13])([CH3:12])[CH3:11])=[N:6][CH:7]=1.[NH2:16][CH:17]1[CH2:22][CH2:21][N:20]([C:23](OCC2C=CC=CC=2)=O)[CH2:19][CH2:18]1.C(N(CC)CC)C. The catalyst is CN1C(=O)CCC1.CO. The product is [Br:1][C:2]1[C:3]([NH:16][CH:17]2[CH2:22][CH2:21][N:20]([CH3:23])[CH2:19][CH2:18]2)=[CH:4][C:5]([NH:8][C:9](=[O:14])[C:10]([CH3:13])([CH3:12])[CH3:11])=[N:6][CH:7]=1. The yield is 0.300. (8) The reactants are [O:1]1[C:6]2[CH:7]=[CH:8][CH:9]=[C:10]([N:11]3[CH2:16][CH2:15][N:14]([C@H:17]([CH3:26])[CH2:18][NH:19][C:20]4[CH:25]=[CH:24][CH:23]=[CH:22][N:21]=4)[CH2:13][CH2:12]3)[C:5]=2[O:4][CH2:3][CH2:2]1.[C:27]([C:29]1[CH:37]=[CH:36][C:32]([C:33]([Cl:35])=[O:34])=[CH:31][CH:30]=1)#[N:28]. The catalyst is ClCCl. The product is [ClH:35].[C:27]([C:29]1[CH:37]=[CH:36][C:32]([C:33]([N:19]([CH2:18][C@H:17]([N:14]2[CH2:15][CH2:16][N:11]([C:10]3[C:5]4[O:4][CH2:3][CH2:2][O:1][C:6]=4[CH:7]=[CH:8][CH:9]=3)[CH2:12][CH2:13]2)[CH3:26])[C:20]2[CH:25]=[CH:24][CH:23]=[CH:22][N:21]=2)=[O:34])=[CH:31][CH:30]=1)#[N:28]. The yield is 0.970. (9) The reactants are [CH:1]([C:3]1[CH:18]=[CH:17][C:6]([O:7][C:8]2[N:13]=[N:12][C:11]([C:14]([NH2:16])=[O:15])=[CH:10][CH:9]=2)=[C:5]([O:19][CH3:20])[CH:4]=1)=O.[O:21]1[CH2:26][CH2:25][CH:24]([CH2:27][CH2:28][NH2:29])[CH2:23][CH2:22]1.[BH4-].[Na+]. The catalyst is CO. The product is [CH3:20][O:19][C:5]1[CH:4]=[C:3]([CH2:1][NH:29][CH2:28][CH2:27][CH:24]2[CH2:25][CH2:26][O:21][CH2:22][CH2:23]2)[CH:18]=[CH:17][C:6]=1[O:7][C:8]1[N:13]=[N:12][C:11]([C:14]([NH2:16])=[O:15])=[CH:10][CH:9]=1. The yield is 0.540.